From a dataset of Peptide-MHC class I binding affinity with 185,985 pairs from IEDB/IMGT. Regression. Given a peptide amino acid sequence and an MHC pseudo amino acid sequence, predict their binding affinity value. This is MHC class I binding data. (1) The peptide sequence is PASISSVLTI. The MHC is HLA-A02:06 with pseudo-sequence HLA-A02:06. The binding affinity (normalized) is 0.321. (2) The peptide sequence is MMISAGFSL. The MHC is HLA-A02:01 with pseudo-sequence HLA-A02:01. The binding affinity (normalized) is 1.00. (3) The peptide sequence is FLPGQYMNI. The MHC is HLA-A31:01 with pseudo-sequence HLA-A31:01. The binding affinity (normalized) is 0.0847. (4) The peptide sequence is HYSYRLWHY. The MHC is HLA-B08:01 with pseudo-sequence HLA-B08:01. The binding affinity (normalized) is 0. (5) The MHC is H-2-Db with pseudo-sequence H-2-Db. The binding affinity (normalized) is 0.0360. The peptide sequence is ASLIDGGNML.